Dataset: Catalyst prediction with 721,799 reactions and 888 catalyst types from USPTO. Task: Predict which catalyst facilitates the given reaction. (1) Reactant: [O:1]1[C:6]2[CH:7]=[CH:8][CH:9]=[CH:10][C:5]=2[O:4][CH2:3][C@@H:2]1[CH2:11][N:12]1[CH2:17][CH2:16][CH2:15][C@H:14]([C:18]2[CH:19]=[C:20]([OH:24])[CH:21]=[CH:22][CH:23]=2)[CH2:13]1.C([O-])([O-])=O.[K+].[K+].Cl[CH2:32][CH2:33][OH:34]. Product: [O:1]1[C:6]2[CH:7]=[CH:8][CH:9]=[CH:10][C:5]=2[O:4][CH2:3][C@@H:2]1[CH2:11][N:12]1[CH2:17][CH2:16][CH2:15][C@H:14]([C:18]2[CH:19]=[C:20]([CH:21]=[CH:22][CH:23]=2)[O:24][CH2:32][CH2:33][OH:34])[CH2:13]1. The catalyst class is: 23. (2) Reactant: C[O:2][C:3]1[CH:4]=[CH:5][C:6]([C:15]2[C:28]3[C:29]4=[C:30]5[C:25](=[CH:26][CH:27]=3)[CH:24]=[CH:23][CH:22]=[C:21]5[CH:20]=[CH:19][C:18]4=[CH:17][CH:16]=2)=[C:7]([C:9]2[CH:14]=[CH:13][CH:12]=[CH:11][CH:10]=2)[CH:8]=1.B(Br)(Br)Br. Product: [C:15]1([C:6]2[C:7]([C:9]3[CH:14]=[CH:13][CH:12]=[CH:11][CH:10]=3)=[CH:8][C:3]([OH:2])=[CH:4][CH:5]=2)[C:28]2[C:29]3=[C:30]4[C:25](=[CH:26][CH:27]=2)[CH:24]=[CH:23][CH:22]=[C:21]4[CH:20]=[CH:19][C:18]3=[CH:17][CH:16]=1. The catalyst class is: 4. (3) Reactant: [CH3:1][O:2][C:3]([C:5]1[N:6]=[C:7]2[C:12]([C:13]([F:16])([F:15])[F:14])=[CH:11][C:10]([Br:17])=[CH:9][N:8]2[CH:18]=1)=[O:4].O=P(Cl)(Cl)Cl.Cl.[OH-].[Na+].CN([CH:30]=[O:31])C. Product: [CH3:1][O:2][C:3]([C:5]1[N:6]=[C:7]2[C:12]([C:13]([F:16])([F:15])[F:14])=[CH:11][C:10]([Br:17])=[CH:9][N:8]2[C:18]=1[CH:30]=[O:31])=[O:4]. The catalyst class is: 13. (4) Reactant: Br[C:2]1[CH:7]=[CH:6][N:5]=[CH:4][C:3]=1[N:8]([CH3:25])[C:9](=[O:24])[C:10]1[CH:15]=[C:14]([C:16]([F:19])([F:18])[F:17])[CH:13]=[C:12]([C:20]([F:23])([F:22])[F:21])[CH:11]=1.[CH3:26][C:27]1[C:32](B(O)O)=[CH:31][CH:30]=[CH:29][N:28]=1. Product: [CH3:25][N:8]([C:3]1[CH:4]=[N:5][CH:6]=[CH:7][C:2]=1[C:32]1[C:27]([CH3:26])=[N:28][CH:29]=[CH:30][CH:31]=1)[C:9](=[O:24])[C:10]1[CH:15]=[C:14]([C:16]([F:19])([F:18])[F:17])[CH:13]=[C:12]([C:20]([F:23])([F:22])[F:21])[CH:11]=1. The catalyst class is: 3.